This data is from Catalyst prediction with 721,799 reactions and 888 catalyst types from USPTO. The task is: Predict which catalyst facilitates the given reaction. Reactant: [CH3:1][O:2][C:3]1[CH:4]=[C:5]([CH:8]=[CH:9][CH:10]=1)[CH2:6]Cl.[Mg].II.[CH2:14]([O:21][C:22]1[CH:35]=[CH:34][C:25]([CH:26]=[N:27][CH2:28][CH:29]([O:32][CH3:33])[O:30][CH3:31])=[CH:24][C:23]=1[O:36][CH3:37])[C:15]1[CH:20]=[CH:19][CH:18]=[CH:17][CH:16]=1.[Cl-].[NH4+]. Product: [CH2:14]([O:21][C:22]1[CH:35]=[CH:34][C:25]([CH:26]([NH:27][CH2:28][CH:29]([O:30][CH3:31])[O:32][CH3:33])[CH2:6][C:5]2[CH:8]=[CH:9][CH:10]=[C:3]([O:2][CH3:1])[CH:4]=2)=[CH:24][C:23]=1[O:36][CH3:37])[C:15]1[CH:16]=[CH:17][CH:18]=[CH:19][CH:20]=1. The catalyst class is: 280.